From a dataset of Full USPTO retrosynthesis dataset with 1.9M reactions from patents (1976-2016). Predict the reactants needed to synthesize the given product. (1) The reactants are: [F:1][CH:2]([F:52])[C:3]1[C:7]([CH:8]=O)=[C:6]([N:10]2[CH2:50][CH2:49][C:13]3[N:14]=[C:15]([C:28]4[C:36]([CH3:37])=[CH:35][CH:34]=[C:33]5[C:29]=4[C:30]([CH3:48])=[N:31][N:32]5S(C4C=CC(C)=CC=4)(=O)=O)[N:16]=[C:17]([N:18]4[CH2:23][CH2:22][C@@H:21]([O:24][CH3:25])[C:20]([CH3:27])([CH3:26])[CH2:19]4)[C:12]=3[CH2:11]2)[N:5]([CH3:51])[N:4]=1.Cl.[NH2:54]O.CS(C)=O.C(=O)([O-])[O-].[K+].[K+]. Given the product [F:52][CH:2]([F:1])[C:3]1[C:7]([C:8]#[N:54])=[C:6]([N:10]2[CH2:50][CH2:49][C:13]3[N:14]=[C:15]([C:28]4[C:36]([CH3:37])=[CH:35][CH:34]=[C:33]5[C:29]=4[C:30]([CH3:48])=[N:31][NH:32]5)[N:16]=[C:17]([N:18]4[CH2:23][CH2:22][C@@H:21]([O:24][CH3:25])[C:20]([CH3:26])([CH3:27])[CH2:19]4)[C:12]=3[CH2:11]2)[N:5]([CH3:51])[N:4]=1, predict the reactants needed to synthesize it. (2) Given the product [Cl:1][C:2]1[C:7]([C:8]([Cl:16])=[O:9])=[C:6]([Cl:11])[N:5]=[C:4]([S:12][CH3:13])[N:3]=1, predict the reactants needed to synthesize it. The reactants are: [Cl:1][C:2]1[C:7]([C:8](O)=[O:9])=[C:6]([Cl:11])[N:5]=[C:4]([S:12][CH3:13])[N:3]=1.S(Cl)([Cl:16])=O. (3) The reactants are: [C:1]([O:5][C:6]([N:8]1[CH2:13][CH2:12][CH:11]([OH:14])[CH:10]([CH2:15]OS(C2C=CC(C)=CC=2)(=O)=O)[CH2:9]1)=[O:7])([CH3:4])([CH3:3])[CH3:2].[N-:27]=[N+:28]=[N-:29].[Na+]. Given the product [C:1]([O:5][C:6]([N:8]1[CH2:13][CH2:12][CH:11]([OH:14])[CH:10]([CH2:15][N:27]=[N+:28]=[N-:29])[CH2:9]1)=[O:7])([CH3:4])([CH3:3])[CH3:2], predict the reactants needed to synthesize it. (4) Given the product [C:22]([C:9]1[CH:10]=[N:11][C:12]2[C:17]([C:8]=1[C:4]1[CH:3]=[C:2]([CH:7]=[CH:6][CH:5]=1)[O:1][CH2:31][C:32]1[CH:41]=[CH:40][C:35]([C:36]([OH:38])=[O:37])=[CH:34][CH:33]=1)=[CH:16][CH:15]=[CH:14][C:13]=2[C:18]([F:21])([F:19])[F:20])(=[O:23])[C:24]1[CH:25]=[CH:26][CH:27]=[CH:28][CH:29]=1, predict the reactants needed to synthesize it. The reactants are: [OH:1][C:2]1[CH:3]=[C:4]([C:8]2[C:17]3[C:12](=[C:13]([C:18]([F:21])([F:20])[F:19])[CH:14]=[CH:15][CH:16]=3)[N:11]=[CH:10][C:9]=2[C:22]([C:24]2[CH:29]=[CH:28][CH:27]=[CH:26][CH:25]=2)=[O:23])[CH:5]=[CH:6][CH:7]=1.Br[CH2:31][C:32]1[CH:41]=[CH:40][C:35]([C:36]([O:38]C)=[O:37])=[CH:34][CH:33]=1.C([O-])([O-])=O.[K+].[K+]. (5) Given the product [Br:1][C:2]1[CH:3]=[C:4]2[C:9](=[C:10]([F:12])[CH:11]=1)[C:8](=[O:13])[N:7]([C:19]([O:18][C:15]([CH3:17])([CH3:16])[CH3:14])=[O:20])[CH2:6][CH2:5]2, predict the reactants needed to synthesize it. The reactants are: [Br:1][C:2]1[CH:3]=[C:4]2[C:9](=[C:10]([F:12])[CH:11]=1)[C:8](=[O:13])[NH:7][CH2:6][CH2:5]2.[CH3:14][C:15]([O:18][C:19](O[C:19]([O:18][C:15]([CH3:17])([CH3:16])[CH3:14])=[O:20])=[O:20])([CH3:17])[CH3:16]. (6) Given the product [Br:30][C:16]1[CH:17]=[CH:18][C:11]2[N:12]([CH:15]=1)[C:13](=[O:14])[C:8]([O:7][C:1](=[O:6])[C:2]([CH3:5])([CH3:4])[CH3:3])=[C:9]([C:19]([O:21][CH3:22])=[O:20])[N:10]=2, predict the reactants needed to synthesize it. The reactants are: [C:1]([O:7][C:8]1[C:13](=[O:14])[N:12]2[CH:15]=[CH:16][CH:17]=[CH:18][C:11]2=[N:10][C:9]=1[C:19]([O:21][CH3:22])=[O:20])(=[O:6])[C:2]([CH3:5])([CH3:4])[CH3:3].C1C(=O)N([Br:30])C(=O)C1.